Dataset: Catalyst prediction with 721,799 reactions and 888 catalyst types from USPTO. Task: Predict which catalyst facilitates the given reaction. (1) Reactant: [CH:1]1([C:6]([C:12]2[CH:17]=[CH:16][CH:15]=[CH:14][CH:13]=2)([OH:11])[C:7]([O:9][CH3:10])=[O:8])[CH2:5][CH2:4][CH2:3][CH2:2]1.[CH3:18][N:19]1[CH2:23]C[CH:21](O)[CH2:20]1.CCOC(C)=O.CCO. Product: [CH:1]1([C:6]([C:12]2[CH:17]=[CH:16][CH:15]=[CH:14][CH:13]=2)([OH:11])[C:7]([O:9][CH:10]2[CH2:21][CH2:20][N:19]([CH3:23])[CH2:18]2)=[O:8])[CH2:5][CH2:4][CH2:3][CH2:2]1. The catalyst class is: 194. (2) Reactant: [Br:1][C:2]1[C:7]([CH3:8])=[CH:6][C:5]([OH:9])=[C:4]([C:10]([CH3:13])([CH3:12])[CH3:11])[CH:3]=1.[CH2:14]([O:16]CC)C. Product: [Br:1][C:2]1[C:7]([CH3:8])=[C:6]([C:5]([OH:9])=[C:4]([C:10]([CH3:13])([CH3:12])[CH3:11])[CH:3]=1)[CH:14]=[O:16]. The catalyst class is: 528. (3) Reactant: [OH:1][CH:2]([C:6]1[CH:11]=[CH:10][C:9]([C:12]2[N:16]=[C:15]([C:17]3[O:21][N:20]=[C:19]([C:22]4[CH:27]=[CH:26][CH:25]=[CH:24][CH:23]=4)[C:18]=3[C:28]([F:31])([F:30])[F:29])[O:14][N:13]=2)=[CH:8][CH:7]=1)[C:3](O)=[O:4].[NH2:32][CH2:33][CH:34]1[CH2:38][CH2:37][CH2:36][N:35]1[C:39]([O:41][C:42]([CH3:45])([CH3:44])[CH3:43])=[O:40].CN1CCOCC1.CN(C(ON1N=NC2C=CC=NC1=2)=[N+](C)C)C.F[P-](F)(F)(F)(F)F. Product: [OH:1][CH:2]([C:6]1[CH:11]=[CH:10][C:9]([C:12]2[N:16]=[C:15]([C:17]3[O:21][N:20]=[C:19]([C:22]4[CH:23]=[CH:24][CH:25]=[CH:26][CH:27]=4)[C:18]=3[C:28]([F:31])([F:30])[F:29])[O:14][N:13]=2)=[CH:8][CH:7]=1)[C:3]([NH:32][CH2:33][CH:34]1[CH2:38][CH2:37][CH2:36][N:35]1[C:39]([O:41][C:42]([CH3:45])([CH3:44])[CH3:43])=[O:40])=[O:4]. The catalyst class is: 3. (4) Reactant: C1(C)C=CC(S([Cl:10])(=O)=O)=CC=1.[CH3:12][C:13]1[CH:22]=[CH:21][C:16]([C:17]([O:19][CH3:20])=[O:18])=[CH:15][N+:14]=1[O-]. Product: [Cl:10][CH2:12][C:13]1[CH:22]=[CH:21][C:16]([C:17]([O:19][CH3:20])=[O:18])=[CH:15][N:14]=1. The catalyst class is: 12. (5) Reactant: [Cl-].O[NH3+:3].[C:4](=[O:7])([O-])[OH:5].[Na+].CS(C)=O.[O:13]=[C:14]1[C:19]([CH2:20][C:21]2[CH:26]=[CH:25][C:24]([C:27]3[C:28]([C:33]#[N:34])=[CH:29][CH:30]=[CH:31][CH:32]=3)=[CH:23][CH:22]=2)=[C:18]([CH2:35][CH2:36][CH3:37])[N:17]2[N:38]=[CH:39][N:40]=[C:16]2[N:15]1[CH:41]1[CH2:45][CH2:44][O:43][CH2:42]1. Product: [O:7]=[C:4]1[O:5][N:3]=[C:33]([C:28]2[CH:29]=[CH:30][CH:31]=[CH:32][C:27]=2[C:24]2[CH:23]=[CH:22][C:21]([CH2:20][C:19]3[C:14](=[O:13])[N:15]([CH:41]4[CH2:45][CH2:44][O:43][CH2:42]4)[C:16]4[N:17]([N:38]=[CH:39][N:40]=4)[C:18]=3[CH2:35][CH2:36][CH3:37])=[CH:26][CH:25]=2)[NH:34]1. The catalyst class is: 13. (6) Reactant: [F:1][C:2]1[CH:3]=[CH:4][C:5]2[N:6]([C:8]([CH2:12][OH:13])=[N:9][C:10]=2I)[CH:7]=1.[H-].[Na+].C([Mg]Cl)(C)C.[CH2:21]([Sn:25]([CH2:31][CH2:32][CH2:33][CH3:34])([CH2:27][CH2:28][CH2:29][CH3:30])Cl)[CH2:22][CH2:23][CH3:24]. Product: [F:1][C:2]1[CH:3]=[CH:4][C:5]2[N:6]([C:8]([CH2:12][OH:13])=[N:9][C:10]=2[Sn:25]([CH2:27][CH2:28][CH2:29][CH3:30])([CH2:31][CH2:32][CH2:33][CH3:34])[CH2:21][CH2:22][CH2:23][CH3:24])[CH:7]=1. The catalyst class is: 1. (7) Reactant: [NH2:1][C:2]1[CH:7]=[CH:6][C:5]([C:8]2[C:16]3[C:11](=[N:12][CH:13]=[N:14][C:15]=3[NH2:17])[N:10]([C@@H:18]3[CH2:22][CH2:21][O:20][CH2:19]3)[N:9]=2)=[CH:4][CH:3]=1.[F:23][C:24]([F:35])([F:34])[C:25]1[CH:26]=[C:27]([CH:31]=[CH:32][CH:33]=1)[C:28](Cl)=[O:29]. Product: [NH2:17][C:15]1[N:14]=[CH:13][N:12]=[C:11]2[N:10]([C@@H:18]3[CH2:22][CH2:21][O:20][CH2:19]3)[N:9]=[C:8]([C:5]3[CH:6]=[CH:7][C:2]([NH:1][C:28](=[O:29])[C:27]4[CH:31]=[CH:32][CH:33]=[C:25]([C:24]([F:23])([F:34])[F:35])[CH:26]=4)=[CH:3][CH:4]=3)[C:16]=12. The catalyst class is: 2. (8) Reactant: [CH3:1][C:2]1[N:7]=[CH:6][C:5]([C:8]2[S:12][C:11]([C:13]([O:15]C(C)(C)C)=[O:14])=[N:10][CH:9]=2)=[CH:4][N:3]=1.[C:20]([OH:26])([C:22]([F:25])([F:24])[F:23])=[O:21]. The catalyst class is: 2. Product: [CH3:1][C:2]1[N:7]=[CH:6][C:5]([C:8]2[S:12][C:11]([C:13]([OH:15])=[O:14])=[N:10][CH:9]=2)=[CH:4][N:3]=1.[C:20]([OH:26])([C:22]([F:25])([F:24])[F:23])=[O:21]. (9) Reactant: [NH:1]1[CH2:6][CH2:5][O:4][CH2:3][CH2:2]1.F[C:8]1[CH:13]=[C:12]([N+:14]([O-:16])=[O:15])[CH:11]=[C:10]([S:17]([CH3:20])(=[O:19])=[O:18])[CH:9]=1.O. Product: [CH3:20][S:17]([C:10]1[CH:9]=[C:8]([N:1]2[CH2:6][CH2:5][O:4][CH2:3][CH2:2]2)[CH:13]=[C:12]([N+:14]([O-:16])=[O:15])[CH:11]=1)(=[O:19])=[O:18]. The catalyst class is: 16. (10) Reactant: [CH3:1][CH2:2][C@@H:3]1[NH:46][C:44](=[O:45])[C@H:43]([C@H:47]([OH:54])[C@@H:48]([CH2:50]/[CH:51]=[CH:52]/[CH3:53])[CH3:49])[N:42]([CH3:55])[C:40](=[O:41])[C@H:39]([CH:56]([CH3:58])[CH3:57])[N:38]([CH3:59])[C:36](=[O:37])[C@H:35]([CH2:60][CH:61]([CH3:63])[CH3:62])[N:34]([CH3:64])[C:32](=[O:33])[C@H:31]([CH2:65][CH:66]([CH3:68])[CH3:67])[N:30]([CH3:69])[C:28](=[O:29])[C@@H:27]([CH3:70])[NH:26][C:24](=[O:25])[C@H:23]([CH3:71])[NH:22][C:20](=[O:21])[C@H:19]([CH2:72][CH:73]([CH3:75])[CH3:74])[N:18]([CH3:76])[C:16](=[O:17])[C@H:15]([CH:77]([CH3:79])[CH3:78])[NH:14][C:12](=[O:13])[C@H:11]([CH2:80][CH:81]([CH3:83])[CH3:82])[N:10]([CH3:84])[C:8](=[O:9])[CH2:7][N:6]([CH3:85])[C:4]1=[O:5].[C:86]([O:89]C(=O)C)(=[O:88])[CH3:87]. Product: [CH3:1][CH2:2][C@@H:3]1[NH:46][C:44](=[O:45])[C@H:43]([C@H:47]([OH:54])[C@@H:48]([CH2:50]/[CH:51]=[CH:52]/[CH3:53])[CH3:49])[N:42]([CH3:55])[C:40](=[O:41])[C@H:39]([CH:56]([CH3:57])[CH3:58])[N:38]([CH3:59])[C:36](=[O:37])[C@H:35]([CH2:60][CH:61]([CH3:62])[CH3:63])[N:34]([CH3:64])[C:32](=[O:33])[C@H:31]([CH2:65][CH:66]([CH3:68])[CH3:67])[N:30]([CH3:69])[C:28](=[O:29])[C@@H:27]([CH3:70])[NH:26][C:24](=[O:25])[C@H:23]([CH3:71])[NH:22][C:20](=[O:21])[C@H:19]([CH2:72][CH:73]([CH3:75])[CH3:74])[N:18]([CH3:76])[C:16](=[O:17])[C@H:15]([CH:77]([CH3:79])[CH3:78])[NH:14][C:12](=[O:13])[C@H:11]([CH2:80][CH:81]([CH3:83])[CH3:82])[N:10]([CH3:84])[C:8](=[O:9])[CH2:7][N:6]([CH3:85])[C:4]1=[O:5].[C:86]([O-:89])(=[O:88])[CH3:87]. The catalyst class is: 300.